From a dataset of Reaction yield outcomes from USPTO patents with 853,638 reactions. Predict the reaction yield, written as a fraction of the theoretical maximum amount of product (1.0 means a 100% yield; for example, 0.34 means a 34% yield). (1) The reactants are [CH3:1][N:2]([CH2:10][C:11]#[C:12][C:13]1[CH:14]=[N:15][CH:16]=[CH:17][CH:18]=1)C(=O)OC(C)(C)C.C(O)(C(F)(F)F)=O. The yield is 0.530. The catalyst is C(Cl)Cl. The product is [CH3:1][NH:2][CH2:10][C:11]#[C:12][C:13]1[CH:14]=[N:15][CH:16]=[CH:17][CH:18]=1. (2) The reactants are N[C:2]1[CH:3]=[CH:4][C:5]([O:8][CH3:9])=[N:6][CH:7]=1.[ClH:10].N([O-])=O.[Na+].[S:15](=[O:17])=[O:16]. The catalyst is C(O)(=O)C. The product is [CH3:9][O:8][C:5]1[N:6]=[CH:7][C:2]([S:15]([Cl:10])(=[O:17])=[O:16])=[CH:3][CH:4]=1. The yield is 0.510. (3) The reactants are [F:1][C:2]1([F:20])[CH2:5][C:4]([CH2:7][O:8][C:9]2[CH:14]=[CH:13][C:12]([N+:15]([O-])=O)=[CH:11][C:10]=2[O:18][CH3:19])([OH:6])[CH2:3]1. The catalyst is CO.[Pd]. The product is [NH2:15][C:12]1[CH:13]=[CH:14][C:9]([O:8][CH2:7][C:4]2([OH:6])[CH2:5][C:2]([F:20])([F:1])[CH2:3]2)=[C:10]([O:18][CH3:19])[CH:11]=1. The yield is 1.00. (4) The reactants are [CH2:1]([O:3][C:4]([C:6]1[CH:10]=[C:9]([C:11]2[CH:16]=[CH:15][C:14]([F:17])=[CH:13][CH:12]=2)[N:8]([CH3:18])[N:7]=1)=[O:5])[CH3:2].[I:19]I.[N+]([O-])([O-])=O.[NH4+].[Ce]. The catalyst is C(#N)C. The product is [CH2:1]([O:3][C:4]([C:6]1[C:10]([I:19])=[C:9]([C:11]2[CH:16]=[CH:15][C:14]([F:17])=[CH:13][CH:12]=2)[N:8]([CH3:18])[N:7]=1)=[O:5])[CH3:2]. The yield is 0.960.